Dataset: Full USPTO retrosynthesis dataset with 1.9M reactions from patents (1976-2016). Task: Predict the reactants needed to synthesize the given product. Given the product [CH3:15][C:16]1[N:17]=[CH:18][N:19]([C:2]2[CH:9]=[CH:8][C:7]([O:10][C:11]([F:14])([F:13])[F:12])=[CH:6][C:3]=2[C:4]#[N:5])[CH:20]=1, predict the reactants needed to synthesize it. The reactants are: F[C:2]1[CH:9]=[CH:8][C:7]([O:10][C:11]([F:14])([F:13])[F:12])=[CH:6][C:3]=1[C:4]#[N:5].[CH3:15][C:16]1[N:17]=[CH:18][NH:19][CH:20]=1.C(=O)([O-])[O-].[K+].[K+].CC1N(C2C=CC(OC(F)(F)F)=CC=2C#N)C=NC=1.